Dataset: Cav3 T-type calcium channel HTS with 100,875 compounds. Task: Binary Classification. Given a drug SMILES string, predict its activity (active/inactive) in a high-throughput screening assay against a specified biological target. (1) The drug is O1c2c(OCC1)cc1nc(cc(c1c2)C(O)=O)c1cc(OC)c(OC)c(OC)c1. The result is 0 (inactive). (2) The compound is Clc1cc2C(O)CC(Nc2cc1)C. The result is 0 (inactive). (3) The molecule is S1c2c(nc(SC)n(c2=O)c2ccc(OCC)cc2)CC1. The result is 0 (inactive). (4) The molecule is S(=O)(=O)(NC1C(CCCC1)C)c1ccc(S(=O)(=O)N2CCCC2)cc1. The result is 0 (inactive). (5) The compound is O=C(C(N(C)C)Cc1ccccc1)c1ccc(OC)cc1. The result is 0 (inactive). (6) The compound is Clc1c(c2oc(cc2)C(=O)Nc2c(cccc2)C)ccc(Cl)c1. The result is 1 (active). (7) The molecule is Clc1cc(NC(=O)CSc2nc(cc(Oc3ccccc3)n2)C)ccc1Cl. The result is 1 (active). (8) The compound is Brc1c(C(=O)NNC(=O)c2cc([N+]([O-])=O)c(SCC3OCCC3)cc2)cccc1. The result is 0 (inactive). (9) The compound is s1c2c(CCCC2)c2c1nc(SC)n(c2=O)C. The result is 0 (inactive). (10) The molecule is O=C1NC2(N=C3C41CCCC3CN(C4)C)CCCCC2. The result is 0 (inactive).